Regression. Given a peptide amino acid sequence and an MHC pseudo amino acid sequence, predict their binding affinity value. This is MHC class II binding data. From a dataset of Peptide-MHC class II binding affinity with 134,281 pairs from IEDB. The peptide sequence is FKPFAEYKSDYVYEP. The binding affinity (normalized) is 0.170. The MHC is DRB1_0701 with pseudo-sequence DRB1_0701.